This data is from Catalyst prediction with 721,799 reactions and 888 catalyst types from USPTO. The task is: Predict which catalyst facilitates the given reaction. (1) Reactant: C(OC([N:8]1[C@H:13]([CH3:14])[CH2:12][N:11]([C:15](=[O:57])[CH2:16][C:17]([NH:19][C:20]2[CH:21]=[C:22]([CH:52]=[CH:53][C:54]=2[O:55][CH3:56])[C:23]([O:25][C@H:26]([C:37]2[CH:42]=[CH:41][C:40]([O:43][CH:44]([F:46])[F:45])=[C:39]([O:47][CH2:48][CH:49]3[CH2:51][CH2:50]3)[CH:38]=2)[CH2:27][C:28]2[C:33]([Cl:34])=[CH:32][N+:31]([O-:35])=[CH:30][C:29]=2[Cl:36])=[O:24])=[O:18])[C@@H:10]([CH3:58])[CH2:9]1)=O)(C)(C)C. Product: [Cl:36][C:29]1[CH:30]=[N+:31]([O-:35])[CH:32]=[C:33]([Cl:34])[C:28]=1[CH2:27][C@@H:26]([C:37]1[CH:42]=[CH:41][C:40]([O:43][CH:44]([F:46])[F:45])=[C:39]([O:47][CH2:48][CH:49]2[CH2:51][CH2:50]2)[CH:38]=1)[O:25][C:23](=[O:24])[C:22]1[CH:52]=[CH:53][C:54]([O:55][CH3:56])=[C:20]([NH:19][C:17](=[O:18])[CH2:16][C:15]([N:11]2[CH2:12][C@@H:13]([CH3:14])[NH:8][CH2:9][C@@H:10]2[CH3:58])=[O:57])[CH:21]=1. The catalyst class is: 89. (2) Reactant: [OH:1][C:2]1[CH:7]=[CH:6][C:5]([C:8]2[CH:16]=[C:15]3[C:11]([CH:12]=[C:13]([C:24]([O:26]C)=[O:25])[N:14]3C(OC(C)(C)C)=O)=[CH:10][CH:9]=2)=[CH:4][CH:3]=1.Cl[CH2:29][C:30]1[C:31]([C:38]2[C:43]([Cl:44])=[CH:42][CH:41]=[CH:40][C:39]=2[Cl:45])=[N:32][O:33][C:34]=1[CH:35]([CH3:37])[CH3:36].C(=O)([O-])[O-].[K+].[K+].[OH-].[Na+]. Product: [Cl:45][C:39]1[CH:40]=[CH:41][CH:42]=[C:43]([Cl:44])[C:38]=1[C:31]1[C:30]([CH2:29][O:1][C:2]2[CH:3]=[CH:4][C:5]([C:8]3[CH:16]=[C:15]4[C:11]([CH:12]=[C:13]([C:24]([OH:26])=[O:25])[NH:14]4)=[CH:10][CH:9]=3)=[CH:6][CH:7]=2)=[C:34]([CH:35]([CH3:37])[CH3:36])[O:33][N:32]=1. The catalyst class is: 42. (3) Reactant: [CH:1]1([N:8]2[C:16]3[C:11](=[CH:12][C:13]([CH:17]([C:25]4[CH:30]=[CH:29][CH:28]=[CH:27][CH:26]=4)[C:18]([CH3:24])([CH3:23])[C:19]([O:21]C)=[O:20])=[CH:14][CH:15]=3)[CH:10]=[N:9]2)[CH2:7][CH2:6][CH2:5][CH2:4][CH2:3][CH2:2]1.[OH-].[Na+]. Product: [CH:1]1([N:8]2[C:16]3[C:11](=[CH:12][C:13]([CH:17]([C:25]4[CH:26]=[CH:27][CH:28]=[CH:29][CH:30]=4)[C:18]([CH3:24])([CH3:23])[C:19]([OH:21])=[O:20])=[CH:14][CH:15]=3)[CH:10]=[N:9]2)[CH2:2][CH2:3][CH2:4][CH2:5][CH2:6][CH2:7]1. The catalyst class is: 376.